This data is from Forward reaction prediction with 1.9M reactions from USPTO patents (1976-2016). The task is: Predict the product of the given reaction. (1) Given the reactants [F:1][C:2]1[CH:17]=[C:16]([N+:18]([O-])=O)[C:15]([F:21])=[CH:14][C:3]=1[C:4]([NH:6][CH:7]1[CH2:12][CH2:11][N:10]([CH3:13])[CH2:9][CH2:8]1)=[O:5], predict the reaction product. The product is: [NH2:18][C:16]1[C:15]([F:21])=[CH:14][C:3]([C:4]([NH:6][CH:7]2[CH2:12][CH2:11][N:10]([CH3:13])[CH2:9][CH2:8]2)=[O:5])=[C:2]([F:1])[CH:17]=1. (2) Given the reactants C([N:8]1[CH2:13][CH2:12][N:11]([C:14]2[CH:19]=[CH:18][N:17]=[C:16]3[NH:20][CH:21]=[C:22]([NH:23][C:24](=[O:28])[CH2:25][CH2:26][CH3:27])[C:15]=23)[CH2:10][CH2:9]1)C1C=CC=CC=1, predict the reaction product. The product is: [N:11]1([C:14]2[CH:19]=[CH:18][N:17]=[C:16]3[NH:20][CH:21]=[C:22]([NH:23][C:24](=[O:28])[CH2:25][CH2:26][CH3:27])[C:15]=23)[CH2:12][CH2:13][NH:8][CH2:9][CH2:10]1.